Dataset: Full USPTO retrosynthesis dataset with 1.9M reactions from patents (1976-2016). Task: Predict the reactants needed to synthesize the given product. (1) Given the product [C:11]([C:8]1[C:9]2[S:10][C:2]([Br:1])=[CH:3][C:4]=2[C:5]([NH:14][C@H:15]2[CH2:20][CH2:19][CH2:18][N:17]([C:21]([O:23][C:24]([CH3:27])([CH3:26])[CH3:25])=[O:22])[CH2:16]2)=[N:6][CH:7]=1)#[N:12], predict the reactants needed to synthesize it. The reactants are: [Br:1][C:2]1[S:10][C:9]2[C:8]([C:11]#[N:12])=[CH:7][N:6]=[C:5](Cl)[C:4]=2[CH:3]=1.[NH2:14][C@H:15]1[CH2:20][CH2:19][CH2:18][N:17]([C:21]([O:23][C:24]([CH3:27])([CH3:26])[CH3:25])=[O:22])[CH2:16]1.C(=O)([O-])[O-].[K+].[K+].O. (2) Given the product [Cl:34][C:31]1[CH:30]=[CH:29][C:28]([C:9]2[CH:10]=[C:11]3[C@H:17]([NH:18][C:19](=[O:25])[O:20][C:21]([CH3:23])([CH3:24])[CH3:22])[CH2:16][C:15]([CH3:26])([CH3:27])[O:14][C:12]3=[N:13][C:8]=2[C:5]2[CH:6]=[CH:7][C:2]([N:36]3[CH:40]=[CH:39][CH:38]=[N:37]3)=[CH:3][C:4]=2[Cl:35])=[CH:33][CH:32]=1, predict the reactants needed to synthesize it. The reactants are: Br[C:2]1[CH:7]=[CH:6][C:5]([C:8]2[N:13]=[C:12]3[O:14][C:15]([CH3:27])([CH3:26])[CH2:16][CH:17]([NH:18][C:19](=[O:25])[O:20][C:21]([CH3:24])([CH3:23])[CH3:22])[C:11]3=[CH:10][C:9]=2[C:28]2[CH:33]=[CH:32][C:31]([Cl:34])=[CH:30][CH:29]=2)=[C:4]([Cl:35])[CH:3]=1.[NH:36]1[CH:40]=[CH:39][CH:38]=[N:37]1.OC1C=CC=CC=1C=NO.C([O-])([O-])=O.[Cs+].[Cs+]. (3) Given the product [C:13]1([N:19]2[C:23]([C:2]3[CH:11]=[CH:10][C:9]4[C:8](=[O:12])[CH2:7][CH2:6][CH2:5][C:4]=4[N:3]=3)=[CH:22][C:21]([C:27]3[CH:32]=[CH:31][CH:30]=[CH:29][CH:28]=3)=[N:20]2)[CH:18]=[CH:17][CH:16]=[CH:15][CH:14]=1, predict the reactants needed to synthesize it. The reactants are: Cl[C:2]1[CH:11]=[CH:10][C:9]2[C:8](=[O:12])[CH2:7][CH2:6][CH2:5][C:4]=2[N:3]=1.[C:13]1([N:19]2[C:23](B(O)O)=[CH:22][C:21]([C:27]3[CH:32]=[CH:31][CH:30]=[CH:29][CH:28]=3)=[N:20]2)[CH:18]=[CH:17][CH:16]=[CH:15][CH:14]=1.